Dataset: Reaction yield outcomes from USPTO patents with 853,638 reactions. Task: Predict the reaction yield, written as a fraction of the theoretical maximum amount of product (1.0 means a 100% yield; for example, 0.34 means a 34% yield). (1) The reactants are Br[C:2]1[C:3]([F:17])=[C:4]2[O:8][C:7]([CH:9]3[CH2:11][CH2:10]3)=[N:6][C:5]2=[C:12]([C:15]#[N:16])[C:13]=1[CH3:14].C([Sn](CCCC)(CCCC)[C:23]1[S:24][CH:25]=[CH:26][CH:27]=1)CCC.C(C1C(O)=C(C(C)(C)C)C=C(C)C=1)(C)(C)C. The catalyst is O1CCOCC1.Cl[Pd](Cl)([P](C1C=CC=CC=1)(C1C=CC=CC=1)C1C=CC=CC=1)[P](C1C=CC=CC=1)(C1C=CC=CC=1)C1C=CC=CC=1. The product is [CH:9]1([C:7]2[O:8][C:4]3[C:5](=[C:12]([C:15]#[N:16])[C:13]([CH3:14])=[C:2]([C:23]4[S:24][CH:25]=[CH:26][CH:27]=4)[C:3]=3[F:17])[N:6]=2)[CH2:11][CH2:10]1. The yield is 0.960. (2) The reactants are [NH2:1][C:2]1[C:7]([F:8])=[CH:6][C:5]([C:9]2[CH:14]=[CH:13][C:12]([C:15]([F:18])([F:17])[F:16])=[CH:11][CH:10]=2)=[CH:4][C:3]=1/[CH:19]=[CH:20]/[C:21]([O:23]CC)=O.[Mg]. The catalyst is CO. The product is [F:8][C:7]1[CH:6]=[C:5]([C:9]2[CH:14]=[CH:13][C:12]([C:15]([F:18])([F:17])[F:16])=[CH:11][CH:10]=2)[CH:4]=[C:3]2[C:2]=1[NH:1][C:21](=[O:23])[CH:20]=[CH:19]2. The yield is 0.120. (3) The reactants are C([N-][CH:5]([CH3:7])[CH3:6])(C)C.[Li+].C([Li])CCC.C(NC(C)C)(C)C.CC(C)C=NC(C)(C)C.Br[CH2:31][CH2:32][C:33]1([CH3:38])[O:37][CH2:36][CH2:35][O:34]1.C(O)(=O)[C:40](O)=[O:41]. The catalyst is O1CCCC1. The product is [CH3:6][C:5]([CH3:7])([CH2:31][CH2:32][C:33]1([CH3:38])[O:37][CH2:36][CH2:35][O:34]1)[CH:40]=[O:41]. The yield is 0.230. (4) The reactants are [CH2:1]([C:3]1[S:7][CH:6]=[C:5]([C:8](Cl)=[O:9])[CH:4]=1)[CH3:2].[N+](=[CH:13][Si](C)(C)C)=[N-].[BrH:18].C(=O)(O)[O-].[Na+]. The catalyst is CC#N. The product is [Br:18][CH2:13][C:8]([C:5]1[CH:4]=[C:3]([CH2:1][CH3:2])[S:7][CH:6]=1)=[O:9]. The yield is 0.324.